This data is from Catalyst prediction with 721,799 reactions and 888 catalyst types from USPTO. The task is: Predict which catalyst facilitates the given reaction. (1) Reactant: [Cl:1][C:2]1[C:24]([O:25][CH3:26])=[CH:23][CH:22]=[CH:21][C:3]=1[O:4][C:5]1[CH2:9][N:8]([C@@H:10]([CH2:14][CH:15]2[CH2:19][CH2:18][CH2:17][CH2:16]2)[C:11]([OH:13])=O)[C:7](=[O:20])[CH:6]=1.CN(C)CCCN=C=NCC.ON1C2C=CC=CC=2N=N1.[NH2:48][C:49]1[CH:53]=[CH:52][N:51]([CH2:54][C:55]([CH3:58])([OH:57])[CH3:56])[N:50]=1. Product: [Cl:1][C:2]1[C:24]([O:25][CH3:26])=[CH:23][CH:22]=[CH:21][C:3]=1[O:4][C:5]1[CH2:9][N:8]([C@@H:10]([CH2:14][CH:15]2[CH2:19][CH2:18][CH2:17][CH2:16]2)[C:11]([NH:48][C:49]2[CH:53]=[CH:52][N:51]([CH2:54][C:55]([OH:57])([CH3:56])[CH3:58])[N:50]=2)=[O:13])[C:7](=[O:20])[CH:6]=1. The catalyst class is: 4. (2) Reactant: [F:1][C:2]1[CH:3]=[CH:4][C:5]([O:31][CH3:32])=[C:6]([C:8]2([CH2:11][C:12]([C:27]([F:30])([F:29])[F:28])([OH:26])[CH:13]=[N:14][C:15]3[CH:24]=[CH:23][CH:22]=[C:21]4[C:16]=3[CH:17]=[CH:18][C:19]([CH3:25])=[N:20]4)[CH2:10][CH2:9]2)[CH:7]=1.[BH4-].[Na+]. Product: [F:1][C:2]1[CH:3]=[CH:4][C:5]([O:31][CH3:32])=[C:6]([C:8]2([CH2:11][C:12]([C:27]([F:28])([F:29])[F:30])([OH:26])[CH2:13][NH:14][C:15]3[CH:24]=[CH:23][CH:22]=[C:21]4[C:16]=3[CH:17]=[CH:18][C:19]([CH3:25])=[N:20]4)[CH2:9][CH2:10]2)[CH:7]=1. The catalyst class is: 111. (3) Reactant: [Cl:1][C:2]1[CH:3]=[C:4]([CH:6]=[CH:7][CH:8]=1)[NH2:5].[C:9]([O:17]CC)(=O)[CH2:10][C:11]([O:13]CC)=O. Product: [Cl:1][C:2]1[CH:3]=[C:4]([NH:5][C:11](=[O:13])[CH2:10][C:9]([NH:5][C:4]2[CH:6]=[CH:7][CH:8]=[C:2]([Cl:1])[CH:3]=2)=[O:17])[CH:6]=[CH:7][CH:8]=1. The catalyst class is: 27.